From a dataset of Reaction yield outcomes from USPTO patents with 853,638 reactions. Predict the reaction yield, written as a fraction of the theoretical maximum amount of product (1.0 means a 100% yield; for example, 0.34 means a 34% yield). (1) The reactants are [C:1]([NH2:9])(=[O:8])[C:2]1[CH:7]=[CH:6][CH:5]=[N:4][CH:3]=1. The catalyst is CC(O)C.[C].[Pd]. The product is [NH:4]1[CH2:5][CH2:6][CH2:7][CH:2]([C:1]([NH2:9])=[O:8])[CH2:3]1. The yield is 0.984. (2) The reactants are [CH2:1]([N:8]([CH2:17][C:18]1[CH:23]=[CH:22][CH:21]=[CH:20][CH:19]=1)[C:9]1[CH:10]=[CH:11][C:12]([CH:15]=O)=[N:13][CH:14]=1)[C:2]1[CH:7]=[CH:6][CH:5]=[CH:4][CH:3]=1.[CH3:24][NH:25][CH2:26][CH2:27][OH:28].[BH-](OC(C)=O)(OC(C)=O)OC(C)=O.[Na+].C([O-])(O)=O.[Na+]. The catalyst is C1COCC1.O.C(O)(=O)C. The product is [CH2:1]([N:8]([CH2:17][C:18]1[CH:19]=[CH:20][CH:21]=[CH:22][CH:23]=1)[C:9]1[CH:10]=[CH:11][C:12]([CH2:15][N:25]([CH3:24])[CH2:26][CH2:27][OH:28])=[N:13][CH:14]=1)[C:2]1[CH:7]=[CH:6][CH:5]=[CH:4][CH:3]=1. The yield is 0.550. (3) The reactants are [I:1][C:2]1[CH:7]=[CH:6][C:5]([C:8]2[N:9]=[C:10]([C@H:14]([NH:16][CH3:17])[CH3:15])[N:11]([CH3:13])[CH:12]=2)=[CH:4][CH:3]=1.Cl[C:19]([O:21][CH3:22])=[O:20].C([O-])([O-])=O.[Na+].[Na+].C1COCC1. The catalyst is O.CCOC(C)=O. The product is [I:1][C:2]1[CH:3]=[CH:4][C:5]([C:8]2[N:9]=[C:10]([C@H:14]([N:16]([CH3:17])[C:19](=[O:20])[O:21][CH3:22])[CH3:15])[N:11]([CH3:13])[CH:12]=2)=[CH:6][CH:7]=1. The yield is 0.410. (4) The reactants are [C:1]([NH:4][C:5]1[S:6][C:7]([C:10]2[CH:11]=[CH:12][C:13]3[O:19][CH2:18][CH2:17][N:16](C(OC(C)(C)C)=O)[CH2:15][C:14]=3[CH:27]=2)=[CH:8][N:9]=1)(=[O:3])[CH3:2].[ClH:28]. The catalyst is CO.O1CCOCC1. The product is [ClH:28].[O:19]1[C:13]2[CH:12]=[CH:11][C:10]([C:7]3[S:6][C:5]([NH:4][C:1](=[O:3])[CH3:2])=[N:9][CH:8]=3)=[CH:27][C:14]=2[CH2:15][NH:16][CH2:17][CH2:18]1. The yield is 0.880. (5) The reactants are [NH2:1][C:2]1[C:3]2[C:4]3[C:5](=[C:29]([CH3:32])[O:30][N:31]=3)[C:6](=[O:28])[N:7]([CH:12]3[CH2:17][CH2:16][CH2:15][CH:14]([CH2:18][NH:19][C:20](=[O:27])[C:21]4[CH:26]=[CH:25][CH:24]=[CH:23][CH:22]=4)[CH2:13]3)[C:8]=2[CH:9]=[CH:10][CH:11]=1.[CH3:33][C:34](O)=[O:35].CCN=C=NCCCN(C)C. The catalyst is CN(C=O)C.CN(C1C=CN=CC=1)C.CCOC(C)=O. The product is [C:34]([NH:1][C:2]1[C:3]2[C:4]3[C:5](=[C:29]([CH3:32])[O:30][N:31]=3)[C:6](=[O:28])[N:7]([CH:12]3[CH2:17][CH2:16][CH2:15][CH:14]([CH2:18][NH:19][C:20](=[O:27])[C:21]4[CH:22]=[CH:23][CH:24]=[CH:25][CH:26]=4)[CH2:13]3)[C:8]=2[CH:9]=[CH:10][CH:11]=1)(=[O:35])[CH3:33]. The yield is 0.820. (6) The reactants are [CH3:1][N:2]1[C:11](=[O:12])[C:10]2[NH:9][CH:8]=[N:7][C:6]=2[NH:5][C:3]1=[O:4].[C:13](Cl)(=[O:17])[C:14](Cl)=O.CN(C=O)C.[CH3:24][NH:25][C:26]1[CH:31]=[CH:30][C:29]([CH:32]([CH3:34])[CH3:33])=[CH:28][CH:27]=1. The catalyst is C(Cl)(Cl)Cl.CC#N. The product is [CH:32]([C:29]1[CH:30]=[CH:31][C:26]([N:25]([CH3:24])[C:13](=[O:17])[CH2:14][N:9]2[C:10]3[C:11](=[O:12])[N:2]([CH3:1])[C:3](=[O:4])[NH:5][C:6]=3[N:7]=[CH:8]2)=[CH:27][CH:28]=1)([CH3:34])[CH3:33]. The yield is 0.510.